The task is: Predict the reaction yield, written as a fraction of the theoretical maximum amount of product (1.0 means a 100% yield; for example, 0.34 means a 34% yield).. This data is from Reaction yield outcomes from USPTO patents with 853,638 reactions. (1) The reactants are [N:1]1[C:10]2[C:5](=[CH:6][C:7]([NH:11]C(=O)OC(C)(C)C)=[CH:8][CH:9]=2)[CH:4]=[CH:3][CH:2]=1.C(O)(C(F)(F)F)=O. The catalyst is C(Cl)Cl. The product is [N:1]1[C:10]2[C:5](=[CH:6][C:7]([NH2:11])=[CH:8][CH:9]=2)[CH:4]=[CH:3][CH:2]=1. The yield is 0.870. (2) The reactants are C1[O:9][C:8]2[CH:7]=[CH:6][C:5]([C:10]([C:12]([C:14]3[CH:19]=[CH:18][C:17]4[O:20]C[O:22][C:16]=4[CH:15]=3)=[O:13])=[O:11])=[CH:4][C:3]=2[O:2]1.B(Br)(Br)Br.CO. The catalyst is C(Cl)Cl. The product is [OH:2][C:3]1[CH:4]=[C:5]([C:10]([C:12]([C:14]2[CH:19]=[CH:18][C:17]([OH:20])=[C:16]([OH:22])[CH:15]=2)=[O:13])=[O:11])[CH:6]=[CH:7][C:8]=1[OH:9]. The yield is 0.470. (3) The reactants are [C:1](Cl)([C:14]1[CH:19]=[CH:18][CH:17]=[CH:16][CH:15]=1)([C:8]1[CH:13]=[CH:12][CH:11]=[CH:10][CH:9]=1)[C:2]1[CH:7]=[CH:6][CH:5]=[CH:4][CH:3]=1.C(N(C(C)C)CC)(C)C.[SH:30][CH2:31][CH2:32][CH2:33][CH2:34][CH2:35][CH2:36][CH2:37][CH2:38][CH2:39][CH2:40][C:41]([OH:43])=[O:42]. The catalyst is C1(C)C=CC=CC=1. The product is [C:1]([S:30][CH2:31][CH2:32][CH2:33][CH2:34][CH2:35][CH2:36][CH2:37][CH2:38][CH2:39][CH2:40][C:41]([OH:43])=[O:42])([C:14]1[CH:19]=[CH:18][CH:17]=[CH:16][CH:15]=1)([C:8]1[CH:13]=[CH:12][CH:11]=[CH:10][CH:9]=1)[C:2]1[CH:7]=[CH:6][CH:5]=[CH:4][CH:3]=1. The yield is 0.970. (4) The reactants are [Cl:1][C:2]1[C:10]([C:11]([OH:13])=[O:12])=[CH:9][CH:8]=[C:7]2[C:3]=1[C:4](=O)[C:5](=[O:14])[NH:6]2.[F:16][C:17]1[CH:22]=[CH:21][C:20]([CH:23]([CH3:28])[C:24]([NH:26][NH2:27])=[O:25])=[CH:19][CH:18]=1. No catalyst specified. The product is [Cl:1][C:2]1[C:10]([C:11]([OH:13])=[O:12])=[CH:9][CH:8]=[C:7]2[C:3]=1/[C:4](=[N:27]/[NH:26][C:24](=[O:25])[CH:23]([C:20]1[CH:21]=[CH:22][C:17]([F:16])=[CH:18][CH:19]=1)[CH3:28])/[C:5](=[O:14])[NH:6]2. The yield is 0.650. (5) The reactants are [NH2:1][C:2]1[CH:3]=[C:4]2[C:8](=[CH:9][C:10]=1[N+:11]([O-:13])=[O:12])[C:7](=[O:14])[NH:6][C:5]2=[O:15].[C:16]([O:20][C:21](=[O:27])[N:22]([CH2:24][CH2:25]N)[CH3:23])([CH3:19])([CH3:18])[CH3:17].N1C=CN=C1. The catalyst is O1CCOCC1. The product is [C:16]([O:20][C:21](=[O:27])[N:22]([CH2:24][CH2:25][N:6]1[C:5](=[O:15])[C:4]2[C:8](=[CH:9][C:10]([N+:11]([O-:13])=[O:12])=[C:2]([NH2:1])[CH:3]=2)[C:7]1=[O:14])[CH3:23])([CH3:19])([CH3:18])[CH3:17]. The yield is 0.930.